Dataset: Forward reaction prediction with 1.9M reactions from USPTO patents (1976-2016). Task: Predict the product of the given reaction. (1) Given the reactants [CH2:1]([O:4][CH2:5][CH2:6][O:7][CH2:8][CH2:9][OH:10])[CH:2]=[CH2:3].[H-].[Na+].Br[CH2:14][C:15]([O:17][CH3:18])=[O:16], predict the reaction product. The product is: [CH3:18][O:17][C:15](=[O:16])[CH2:14][O:10][CH2:9][CH2:8][O:7][CH2:6][CH2:5][O:4][CH2:1][CH:2]=[CH2:3]. (2) Given the reactants [CH2:1]=[CH:2][CH2:3][S:4](=O)[S:5][CH2:6][CH:7]=[CH2:8].[OH2:10].CO, predict the reaction product. The product is: [CH2:1]=[CH:2][CH2:3][S:4][S:5]/[CH:6]=[CH:7]/[CH2:8][S+:4]([O-:10])[CH2:3][CH:2]=[CH2:1]. (3) Given the reactants [N:1]12[CH2:8][CH2:7][C:4]([CH:9]=[O:10])([CH2:5][CH2:6]1)[CH2:3][CH2:2]2.N1CCCCC1.[NH2:17][C:18]1[C:27](O)=[CH:26][CH:25]=[CH:24][C:19]=1[C:20]([O:22][CH3:23])=[O:21], predict the reaction product. The product is: [N:1]12[CH2:8][CH2:7][C:4]([C:9]3[O:10][C:27]4[C:18](=[C:19]([C:20]([O:22][CH3:23])=[O:21])[CH:24]=[CH:25][CH:26]=4)[N:17]=3)([CH2:5][CH2:6]1)[CH2:3][CH2:2]2. (4) Given the reactants [C:1]([O:5][C:6]([NH:8][C@@H:9]([CH:23]([CH3:25])[CH3:24])[C:10]([N:12]([CH2:19][C:20](O)=[O:21])[CH2:13][CH:14]1[CH2:18][CH2:17][CH2:16][CH2:15]1)=[O:11])=[O:7])([CH3:4])([CH3:3])[CH3:2].[NH2:26][C@:27]1([C:32]([NH:34][S:35]([C:38]2[CH:39]=[CH:40][CH:41]=[C:42]3[C:46]=2[NH:45][CH:44]=[CH:43]3)(=[O:37])=[O:36])=[O:33])[CH2:29][C@H:28]1[CH:30]=[CH2:31].CCN(C(C)C)C(C)C.CN(C(ON1N=NC2C=CC=CC1=2)=[N+](C)C)C.F[P-](F)(F)(F)(F)F, predict the reaction product. The product is: [C:1]([O:5][C:6](=[O:7])[NH:8][C@H:9]([C:10](=[O:11])[N:12]([CH2:13][CH:14]1[CH2:15][CH2:16][CH2:17][CH2:18]1)[CH2:19][C:20](=[O:21])[NH:26][C@:27]1([C:32]([NH:34][S:35]([C:38]2[CH:39]=[CH:40][CH:41]=[C:42]3[C:46]=2[NH:45][CH:44]=[CH:43]3)(=[O:37])=[O:36])=[O:33])[CH2:29][C@H:28]1[CH:30]=[CH2:31])[CH:23]([CH3:24])[CH3:25])([CH3:2])([CH3:3])[CH3:4]. (5) Given the reactants [F:1][C:2]1[CH:3]=[C:4]([CH2:9][C@H:10]([NH:32]C(=O)OC(C)(C)C)[C@H:11]([OH:31])[CH2:12][NH:13][C:14]2([C:24]3[CH:29]=[CH:28][CH:27]=[C:26]([I:30])[CH:25]=3)[CH2:22][CH2:21][C:20]3[C:16](=[CH:17][N:18]([CH3:23])[N:19]=3)[CH2:15]2)[CH:5]=[C:6]([F:8])[CH:7]=1.Cl, predict the reaction product. The product is: [NH2:32][C@@H:10]([CH2:9][C:4]1[CH:3]=[C:2]([F:1])[CH:7]=[C:6]([F:8])[CH:5]=1)[C@H:11]([OH:31])[CH2:12][NH:13][C:14]1([C:24]2[CH:29]=[CH:28][CH:27]=[C:26]([I:30])[CH:25]=2)[CH2:22][CH2:21][C:20]2[C:16](=[CH:17][N:18]([CH3:23])[N:19]=2)[CH2:15]1.